Predict the reactants needed to synthesize the given product. From a dataset of Full USPTO retrosynthesis dataset with 1.9M reactions from patents (1976-2016). (1) The reactants are: Cl[C:2]1[CH:7]=[CH:6][N:5]2[C:8]([C:11]([NH:13][C:14]3[CH:22]=[CH:21][CH:20]=[C:19]4[C:15]=3[C:16]([CH:31]3[CH2:33][CH2:32]3)=[N:17][N:18]4[CH2:23][C:24]3[CH:29]=[CH:28][CH:27]=[C:26]([CH3:30])[N:25]=3)=[O:12])=[CH:9][N:10]=[C:4]2[CH:3]=1.[CH3:34][S-:35].[Na+].O. Given the product [CH:31]1([C:16]2[C:15]3[C:19](=[CH:20][CH:21]=[CH:22][C:14]=3[NH:13][C:11]([C:8]3[N:5]4[CH:6]=[CH:7][C:2]([S:35][CH3:34])=[CH:3][C:4]4=[N:10][CH:9]=3)=[O:12])[N:18]([CH2:23][C:24]3[CH:29]=[CH:28][CH:27]=[C:26]([CH3:30])[N:25]=3)[N:17]=2)[CH2:33][CH2:32]1, predict the reactants needed to synthesize it. (2) Given the product [P:1]([O:13][CH2:14][CH2:15][NH:16][S:17]([C:20]1[CH:37]=[CH:36][C:23]2[C:24]3[CH:25]([CH2:34][Cl:35])[CH2:26][N:27]([C:53]([C:48]4[NH:49][C:50]5[C:46]([CH:47]=4)=[CH:45][C:44]([O:43][CH2:42][CH2:41][N:40]([CH3:56])[CH3:39])=[CH:52][CH:51]=5)=[O:54])[C:28]=3[CH:29]=[C:30]([N+:31]([O-:33])=[O:32])[C:22]=2[CH:21]=1)(=[O:19])=[O:18])([O:8][C:9]([CH3:12])([CH3:11])[CH3:10])([O:3][C:4]([CH3:7])([CH3:6])[CH3:5])=[O:2], predict the reactants needed to synthesize it. The reactants are: [P:1]([O:13][CH2:14][CH2:15][NH:16][S:17]([C:20]1[CH:37]=[CH:36][C:23]2[C:24]3[CH:25]([CH2:34][Cl:35])[CH2:26][NH:27][C:28]=3[CH:29]=[C:30]([N+:31]([O-:33])=[O:32])[C:22]=2[CH:21]=1)(=[O:19])=[O:18])([O:8][C:9]([CH3:12])([CH3:11])[CH3:10])([O:3][C:4]([CH3:7])([CH3:6])[CH3:5])=[O:2].Cl.[CH3:39][N:40]([CH3:56])[CH2:41][CH2:42][O:43][C:44]1[CH:45]=[C:46]2[C:50](=[CH:51][CH:52]=1)[NH:49][C:48]([C:53](O)=[O:54])=[CH:47]2.CCN=C=NCCCN(C)C.CC1C=CC(S(O)(=O)=O)=CC=1. (3) Given the product [N:1]1[CH:6]=[CH:5][CH:4]=[C:3]([C:7]2[CH:14]=[CH:13][C:10](/[CH:11]=[CH:23]/[CH:24]=[O:25])=[CH:9][CH:8]=2)[N:2]=1, predict the reactants needed to synthesize it. The reactants are: [N:1]1[CH:6]=[CH:5][CH:4]=[C:3]([C:7]2[CH:14]=[CH:13][C:10]([CH:11]=O)=[CH:9][CH:8]=2)[N:2]=1.N1(C2C=C[C:23]([CH:24]=[O:25])=CC=2)C=CC=N1.